Dataset: Forward reaction prediction with 1.9M reactions from USPTO patents (1976-2016). Task: Predict the product of the given reaction. (1) Given the reactants [C:1]([OH:10])(=[O:9])[C:2]1[C:3](=[CH:5][CH:6]=[CH:7][CH:8]=1)[SH:4].N1C=CC=CC=1.[C:17]1([C:26]2[CH:31]=[CH:30][CH:29]=[CH:28][CH:27]=2)[C:18](C(Cl)=O)=[CH:19][CH:20]=[CH:21][CH:22]=1.[O:32]1CCC[CH2:33]1, predict the reaction product. The product is: [C:26]1([C:17]2[CH:22]=[CH:21][CH:20]=[CH:19][CH:18]=2)[CH:27]=[CH:28][C:29]([C:33]([S:4][C:3]2[CH:5]=[CH:6][CH:7]=[CH:8][C:2]=2[C:1]([OH:10])=[O:9])=[O:32])=[CH:30][CH:31]=1. (2) Given the reactants [F:1][C:2]1[CH:7]=[CH:6][C:5]([C:8]2[O:12][N:11]=[C:10]([C:13]([NH:15][C@@H:16]([CH2:24][CH:25]([CH3:27])[CH3:26])[C:17]([O:19]C(C)(C)C)=[O:18])=[O:14])[CH:9]=2)=[CH:4][CH:3]=1.C(O)(C(F)(F)F)=O, predict the reaction product. The product is: [F:1][C:2]1[CH:3]=[CH:4][C:5]([C:8]2[O:12][N:11]=[C:10]([C:13]([NH:15][C@@H:16]([CH2:24][CH:25]([CH3:27])[CH3:26])[C:17]([OH:19])=[O:18])=[O:14])[CH:9]=2)=[CH:6][CH:7]=1. (3) Given the reactants C([C@H]1C2C(=CC(C(N[C@H](C3C=CC(S(CC)(=O)=O)=CC=3)CO)=O)=CC=2)CN1)C.[CH2:29]([S:31]([C:34]1[CH:39]=[CH:38][C:37]([CH:40]([NH:43][C:44]([C:46]2[CH:47]=[C:48]3[C:52](=[CH:53][CH:54]=2)[CH:51]([CH:55]([CH3:57])[CH3:56])[N:50](C(OC(C)(C)C)=O)[CH2:49]3)=[O:45])[CH2:41][OH:42])=[CH:36][CH:35]=1)(=[O:33])=[O:32])[CH3:30], predict the reaction product. The product is: [CH2:29]([S:31]([C:34]1[CH:35]=[CH:36][C:37]([C@@H:40]([NH:43][C:44]([C:46]2[CH:47]=[C:48]3[C:52](=[CH:53][CH:54]=2)[C@H:51]([CH:55]([CH3:56])[CH3:57])[NH:50][CH2:49]3)=[O:45])[CH2:41][OH:42])=[CH:38][CH:39]=1)(=[O:32])=[O:33])[CH3:30].[CH2:29]([S:31]([C:34]1[CH:35]=[CH:36][C:37]([C@@H:40]([NH:43][C:44]([C:46]2[CH:47]=[C:48]3[C:52](=[CH:53][CH:54]=2)[C@@H:51]([CH:55]([CH3:56])[CH3:57])[NH:50][CH2:49]3)=[O:45])[CH2:41][OH:42])=[CH:38][CH:39]=1)(=[O:32])=[O:33])[CH3:30].